This data is from CYP2D6 inhibition data for predicting drug metabolism from PubChem BioAssay. The task is: Regression/Classification. Given a drug SMILES string, predict its absorption, distribution, metabolism, or excretion properties. Task type varies by dataset: regression for continuous measurements (e.g., permeability, clearance, half-life) or binary classification for categorical outcomes (e.g., BBB penetration, CYP inhibition). Dataset: cyp2d6_veith. (1) The molecule is CC(C)[C@@H]1[C@H]2CC[C@H](C2)[C@H]1N. The result is 0 (non-inhibitor). (2) The drug is CC(=O)NCCNc1nc(-c2cccnc2)nc2ccccc12. The result is 0 (non-inhibitor). (3) The molecule is CC(=O)N[C@@H]1[C@@H](O)O[C@@H](CO)[C@@H](O)[C@@H]1O[C@@H](C)C(=O)O. The result is 0 (non-inhibitor).